Dataset: HIV replication inhibition screening data with 41,000+ compounds from the AIDS Antiviral Screen. Task: Binary Classification. Given a drug SMILES string, predict its activity (active/inactive) in a high-throughput screening assay against a specified biological target. (1) The molecule is N#CNC(=N)Nc1cc2ccccc2c2ccccc12. The result is 0 (inactive). (2) The compound is O=C(Nc1ccccc1S)OCc1ccccc1. The result is 1 (active). (3) The drug is NC(CSSCC(N)C(=O)NCC(=O)O)C(=O)NCC(=O)O. The result is 0 (inactive). (4) The drug is CN(CCC#N)C1=CCCC1. The result is 0 (inactive). (5) The molecule is N=C(N)C1CN(CCc2c[nH]c3ccccc23)C(=O)NC1=O. The result is 0 (inactive). (6) The result is 0 (inactive). The compound is CCOc1ccc2nc(NC(=O)C(=O)C(C#N)CC(C)(C)C=O)sc2c1.